This data is from Forward reaction prediction with 1.9M reactions from USPTO patents (1976-2016). The task is: Predict the product of the given reaction. (1) The product is: [Cl:17][CH2:16][C@@H:18]([OH:20])[CH2:19][N:8]([CH2:1][C:2]1[CH:7]=[CH:6][CH:5]=[CH:4][CH:3]=1)[CH2:9][C:10]1[CH:15]=[CH:14][CH:13]=[CH:12][CH:11]=1. Given the reactants [CH2:1]([NH:8][CH2:9][C:10]1[CH:15]=[CH:14][CH:13]=[CH:12][CH:11]=1)[C:2]1[CH:7]=[CH:6][CH:5]=[CH:4][CH:3]=1.[CH2:16]([C@H:18]1[O:20][CH2:19]1)[Cl:17], predict the reaction product. (2) Given the reactants [O:1]=[C:2]1[NH:7][C:6]2[CH:8]=[C:9]([C:12]([OH:14])=O)[CH:10]=[CH:11][C:5]=2[S:4][CH2:3]1.[CH3:15][O:16][C:17]1[CH:26]=[C:25]2[C:20]([N:21]=[CH:22][C:23]([S:27][CH2:28][CH2:29][N:30]3[CH2:35][CH2:34][CH:33]([NH:36][CH3:37])[CH2:32][CH2:31]3)=[N:24]2)=[CH:19][CH:18]=1.CN(C(ON1N=NC2C=CC=NC1=2)=[N+](C)C)C.F[P-](F)(F)(F)(F)F.C(N(CC)CC)C, predict the reaction product. The product is: [CH3:15][O:16][C:17]1[CH:26]=[C:25]2[C:20]([N:21]=[CH:22][C:23]([S:27][CH2:28][CH2:29][N:30]3[CH2:31][CH2:32][CH:33]([N:36]([CH3:37])[C:12]([C:9]4[CH:10]=[CH:11][C:5]5[S:4][CH2:3][C:2](=[O:1])[NH:7][C:6]=5[CH:8]=4)=[O:14])[CH2:34][CH2:35]3)=[N:24]2)=[CH:19][CH:18]=1. (3) Given the reactants [CH:1]([C:4]1[CH:9]=[CH:8][C:7]([C:10]2[N:14]([CH2:15][CH2:16][O:17][CH3:18])[C:13]3[C:19]([O:34][CH3:35])=[CH:20][C:21]([CH:23](OC(=O)C)[C:24]4[CH:29]=[CH:28][CH:27]=[CH:26][CH:25]=4)=[CH:22][C:12]=3[N:11]=2)=[CH:6][CH:5]=1)([CH3:3])[CH3:2].CO, predict the reaction product. The product is: [CH2:23]([C:21]1[CH:20]=[C:19]([O:34][CH3:35])[C:13]2[N:14]([CH2:15][CH2:16][O:17][CH3:18])[C:10]([C:7]3[CH:8]=[CH:9][C:4]([CH:1]([CH3:3])[CH3:2])=[CH:5][CH:6]=3)=[N:11][C:12]=2[CH:22]=1)[C:24]1[CH:25]=[CH:26][CH:27]=[CH:28][CH:29]=1. (4) Given the reactants C[O:2][C:3]([C:5]1[NH:6][C:7]2[C:12]([CH:13]=1)=[CH:11][C:10]([O:14][CH2:15][CH2:16][Cl:17])=[C:9]([O:18][CH3:19])[CH:8]=2)=[O:4].C([O-])([O-])=O.[Cs+].[Cs+].CCO, predict the reaction product. The product is: [Cl:17][CH2:16][CH2:15][O:14][C:10]1[CH:11]=[C:12]2[C:7](=[CH:8][C:9]=1[O:18][CH3:19])[NH:6][C:5]([C:3]([OH:4])=[O:2])=[CH:13]2. (5) Given the reactants [CH:1]([C:3]1[C:8]([C:9]#[N:10])=[CH:7][N:6]=[CH:5][CH:4]=1)=[CH2:2], predict the reaction product. The product is: [CH2:1]([C:3]1[C:8]([C:9]#[N:10])=[CH:7][N:6]=[CH:5][CH:4]=1)[CH3:2]. (6) Given the reactants Cl.[Br:2][C:3]1[C:4]([C:10]([CH3:13])([CH3:12])[CH3:11])=[N:5][N:6]([CH2:8]Cl)[CH:7]=1.[CH2:14]([CH:17]([C:20]#[N:21])[C:18]#[N:19])[CH:15]=[CH2:16].C(=O)([O-])[O-].[K+].[K+].O, predict the reaction product. The product is: [CH2:14]([C:17]([CH2:8][N:6]1[CH:7]=[C:3]([Br:2])[C:4]([C:10]([CH3:13])([CH3:12])[CH3:11])=[N:5]1)([C:20]#[N:21])[C:18]#[N:19])[CH:15]=[CH2:16]. (7) Given the reactants [H-].[Al+3].[Li+].[H-].[H-].[H-].C[O:8][C:9]([CH:11]1[CH2:16][CH2:15][CH2:14][N:13]([C:17]([O:19][C:20]([CH3:23])([CH3:22])[CH3:21])=[O:18])[CH2:12]1)=O, predict the reaction product. The product is: [C:20]([O:19][C:17]([N:13]1[CH2:14][CH2:15][CH2:16][CH:11]([CH2:9][OH:8])[CH2:12]1)=[O:18])([CH3:23])([CH3:22])[CH3:21]. (8) The product is: [CH3:1][C:2]1([CH3:16])[CH2:6][O:5][C:4](=[O:7])[N:3]1[CH2:8][C:9]1[CH:14]=[CH:13][CH:12]=[CH:11][C:10]=1[NH:15][S:26]([C:25]([F:38])([F:37])[F:24])(=[O:28])=[O:27]. Given the reactants [CH3:1][C:2]1([CH3:16])[CH2:6][O:5][C:4](=[O:7])[N:3]1[CH2:8][C:9]1[CH:14]=[CH:13][CH:12]=[CH:11][C:10]=1[NH2:15].C(N(CC)CC)C.[F:24][C:25]([F:38])([F:37])[S:26](O[S:26]([C:25]([F:38])([F:37])[F:24])(=[O:28])=[O:27])(=[O:28])=[O:27], predict the reaction product. (9) Given the reactants [CH2:1]([O:8][N:9]1[C:14]2[N:15]=[CH:16][N:17]=[CH:18][C:13]=2[C:12]([OH:19])=[CH:11][C:10]1=[O:20])[C:2]1[CH:7]=[CH:6][CH:5]=[CH:4][CH:3]=1.[CH3:21][O:22]C(OC)N(C)C, predict the reaction product. The product is: [CH2:1]([O:8][N:9]1[C:14]2[N:15]=[CH:16][N:17]=[CH:18][C:13]=2[C:12]([OH:19])=[C:11]([CH:21]=[O:22])[C:10]1=[O:20])[C:2]1[CH:3]=[CH:4][CH:5]=[CH:6][CH:7]=1. (10) Given the reactants [CH3:1][C:2]1[CH:11]=[CH:10][C:9]2[C:4](=[C:5]([CH:12]([CH3:17])[C:13]([O:15][CH3:16])=[O:14])[CH:6]=[CH:7][CH:8]=2)[N:3]=1.[CH3:18][Si]([N-][Si](C)(C)C)(C)C.[Li+].IC.O, predict the reaction product. The product is: [CH3:17][C:12]([C:5]1[CH:6]=[CH:7][CH:8]=[C:9]2[C:4]=1[N:3]=[C:2]([CH3:1])[CH:11]=[CH:10]2)([CH3:18])[C:13]([O:15][CH3:16])=[O:14].